From a dataset of Retrosynthesis with 50K atom-mapped reactions and 10 reaction types from USPTO. Predict the reactants needed to synthesize the given product. Given the product O=C(Nc1ccc(OC(F)(F)F)cc1)c1cccc(Br)c1F, predict the reactants needed to synthesize it. The reactants are: Nc1ccc(OC(F)(F)F)cc1.O=C(O)c1cccc(Br)c1F.